Dataset: Forward reaction prediction with 1.9M reactions from USPTO patents (1976-2016). Task: Predict the product of the given reaction. Given the reactants C(=O)(OCC)O[CH:3]([C:17]#[N:18])[C:4]1[N:5]=[CH:6][N:7]2[C:16]3[C:11](=[CH:12][CH:13]=[CH:14][CH:15]=3)[CH2:10][CH2:9][C:8]=12, predict the reaction product. The product is: [CH:6]1[N:7]2[C:16]3[C:11]([CH2:10][CH2:9][C:8]2=[C:4]([CH2:3][C:17]#[N:18])[N:5]=1)=[CH:12][CH:13]=[CH:14][CH:15]=3.